Dataset: Experimentally validated miRNA-target interactions with 360,000+ pairs, plus equal number of negative samples. Task: Binary Classification. Given a miRNA mature sequence and a target amino acid sequence, predict their likelihood of interaction. (1) The miRNA is hsa-miR-7107-3p with sequence UGGUCUGUUCAUUCUCUCUUUUUGGCC. The protein sequence of the target gene is MGRGLLRGLWPLHIVLWTRIASTIPPHVPKSDVEMEAQKDASIHLSCNRTIHPLKHFNSDVMASDNGGAVKLPQLCKFCDVRLSTCDNQKSCMSNCSITAICEKPHEVCVAVWRKNDKNITLETVCHDPKLTYHGFTLEDAASPKCVMKEKKRAGETFFMCACNMEECNDYIIFSEEYTTSSPDLLLVIIQVTGVSLLPPLGIAIAVIIIFYCYRVHRQQKLSPSWESSKPRKLMDFSDNCAIILEDDRSDISSTCANNINHNTELLPIELDTLVGKGRFAEVYKAKLKQNTSEQFETVA.... Result: 0 (no interaction). (2) The miRNA is hsa-miR-519d-3p with sequence CAAAGUGCCUCCCUUUAGAGUG. The protein sequence of the target gene is MRLLPLAPGRLRRGSPRHLPSCSPALLLLVLGGCLGVFGVAAGTRRPNVVLLLTDDQDEVLGGMTPLKKTKALIGEMGMTFSSAYVPSALCCPSRASILTGKYPHNHHVVNNTLEGNCSSKSWQKIQEPNTFPAILRSMCGYQTFFAGKYLNEYGAPDAGGLEHVPLGWSYWYALEKNSKYYNYTLSINGKARKHGENYSVDYLTDVLANVSLDFLDYKSNFEPFFMMIATPAPHSPWTAAPQYQKAFQNVFAPRNKNFNIHGTNKHWLIRQAKTPMTNSSIQFLDNAFRKRWQTLLSVD.... Result: 1 (interaction). (3) The miRNA is hsa-miR-93-3p with sequence ACUGCUGAGCUAGCACUUCCCG. The protein sequence of the target gene is MASAAAGEAEETTRLRKPRFSFEENQILIREVRAHYPQLYGAQSRRVSVAERRRVWDGIAAKINGITSWKRTGQEVQKRWNDFKRRTKEKLARVPHSTQGAGPAAEDAFSAEEETIFAILGPGVAAPGAGAGAEEPPAAPSSQPPPPSACPQRYVLSEDRREDRRADTSAHSKAGSSSPEPWARPSCTPQEGGCPRPKERESPPPSALQPVQLPRLALSPPPPAPPLPPPPPLAQVAPSPPSPPPPPRPPPTLSASDPSLDFLRAQQETANAIRELAGTLRQGLAKLSEALSALLPLLPG.... Result: 1 (interaction). (4) The miRNA is hsa-miR-618 with sequence AAACUCUACUUGUCCUUCUGAGU. The protein sequence of the target gene is MESQEPTESSQNGKQYIISEELISEGKWVKLEKTTYMDPTGKTRTWESVKRTTRKEQTADGVAVIPVLQRTLHYECIVLVKQFRPPMGGYCIEFPAGLIDDGETPEAAALRELEEETGYKGDIAECSPAVCMDPGLSNCTIHIVTVTINGDDAENARPKPKPGDGEFVEVISLPKNDLLQRLDALVAEEHLTVDARVYSYALALKHANAKPFEVPFLKF. Result: 0 (no interaction). (5) The miRNA is mmu-miR-154-5p with sequence UAGGUUAUCCGUGUUGCCUUCG. The protein sequence of the target gene is MGSKRRNLSCSERHQKLVDENYCKKLHVQALKNVNSQIRNQMVQNENDNRVQRKQFLRLLQNEQFELDMEEAIQKAEENKRLKELQLKQEEKLAMELAKLKHESLKDEKMRQQVRENSIELRELEKKLKAAYMNKERAAQIAEKDAIKYEQMKRDAEIAKTMMEEHKRIIKEENAAEDKRNKAKAQYYLDLEKQLEEQEKKKQEAYEQLLKEKLMIDEIVRKIYEEDQLEKQQKLEKMNAMRRYIEEFQKEQALWRKKKREEMEEENRKIIEFANMQQQREEDRMAKVQENEEKRLQLQN.... Result: 0 (no interaction). (6) The miRNA is hsa-miR-4648 with sequence UGUGGGACUGCAAAUGGGAG. The protein sequence of the target gene is MDGDGGRRDVPGTLMEPGRGAGPAGMAEPRAKAARPGPQRFLRRSVVESDQEEPPGLEAAEAPGPQPPQPLQRRVLLLCKTRRLIAERARGRPAAPAPAALVAQPGAPGAPADAGPEPVGTQEPGPDPIAAAVETAPAPDGGPREEAAATVRKEDEGAAEAKPEPGRTRRDEPEEEEDDEDDLKAVATSLDGRFLKFDIELGRGSFKTVYKGLDTETWVEVAWCELQDRKLTKLERQRFKEEAEMLKGLQHPNIVRFYDFWESSAKGKRCIVLVTELMTSGTLKTYLKRFKVMKPKVLRS.... Result: 1 (interaction).